This data is from Reaction yield outcomes from USPTO patents with 853,638 reactions. The task is: Predict the reaction yield, written as a fraction of the theoretical maximum amount of product (1.0 means a 100% yield; for example, 0.34 means a 34% yield). (1) The reactants are [F:1][CH:2]([F:26])[O:3][C:4]1[CH:5]=[C:6]([C:14]([C:16]2[C:24]3[C:19](=[N:20][CH:21]=[C:22](Br)[CH:23]=3)[NH:18][CH:17]=2)=[O:15])[CH:7]=[C:8]([O:10][CH:11]([F:13])[F:12])[CH:9]=1.[C:27]1(B(O)O)[CH:32]=[CH:31][CH:30]=[CH:29][CH:28]=1.C(=O)([O-])[O-].[K+].[K+]. The catalyst is C(#N)C.O.C1C=CC([P]([Pd]([P](C2C=CC=CC=2)(C2C=CC=CC=2)C2C=CC=CC=2)([P](C2C=CC=CC=2)(C2C=CC=CC=2)C2C=CC=CC=2)[P](C2C=CC=CC=2)(C2C=CC=CC=2)C2C=CC=CC=2)(C2C=CC=CC=2)C2C=CC=CC=2)=CC=1. The product is [F:1][CH:2]([F:26])[O:3][C:4]1[CH:5]=[C:6]([C:14]([C:16]2[C:24]3[C:19](=[N:20][CH:21]=[C:22]([C:27]4[CH:32]=[CH:31][CH:30]=[CH:29][CH:28]=4)[CH:23]=3)[NH:18][CH:17]=2)=[O:15])[CH:7]=[C:8]([O:10][CH:11]([F:13])[F:12])[CH:9]=1. The yield is 0.330. (2) The reactants are [N+:1]([C:4]1[CH:5]=[C:6]2[CH:12]=[C:11]([C:13]([O:15][CH3:16])=[O:14])[NH:10][C:7]2=[N:8][CH:9]=1)([O-])=O.[H][H]. The catalyst is [Pd].CO. The product is [NH2:1][C:4]1[CH:5]=[C:6]2[CH:12]=[C:11]([C:13]([O:15][CH3:16])=[O:14])[NH:10][C:7]2=[N:8][CH:9]=1. The yield is 0.950. (3) The reactants are [CH2:1]([CH:8]1[CH2:12][O:11][C:10](=[O:13])[N:9]1[C:14](=[O:37])[CH:15]([C:20]1[CH:21]=[C:22]([C:27]2[CH:32]=[CH:31][C:30]([C:33]([F:36])([F:35])[F:34])=[CH:29][CH:28]=2)[CH:23]=[C:24]([OH:26])[CH:25]=1)[CH2:16][CH:17]([CH3:19])[CH3:18])[C:2]1[CH:7]=[CH:6][CH:5]=[CH:4][CH:3]=1.N1C=CC=CC=1.[F:44][C:45]([F:58])([F:57])[S:46](O[S:46]([C:45]([F:58])([F:57])[F:44])(=[O:48])=[O:47])(=[O:48])=[O:47].Cl. The catalyst is ClCCl. The product is [CH2:1]([CH:8]1[CH2:12][O:11][C:10](=[O:13])[N:9]1[C:14]([CH:15]([C:20]1[CH:25]=[C:24]([O:26][S:46]([C:45]([F:58])([F:57])[F:44])(=[O:48])=[O:47])[CH:23]=[C:22]([C:27]2[CH:28]=[CH:29][C:30]([C:33]([F:34])([F:36])[F:35])=[CH:31][CH:32]=2)[CH:21]=1)[CH2:16][CH:17]([CH3:19])[CH3:18])=[O:37])[C:2]1[CH:7]=[CH:6][CH:5]=[CH:4][CH:3]=1. The yield is 0.840. (4) The reactants are [CH3:1][S:2]([C:5]1[CH:12]=[CH:11][C:8]([CH:9]=O)=[CH:7][CH:6]=1)(=[O:4])=[O:3].[Cl:13][C:14]1[CH:20]=[CH:19][C:17]([NH2:18])=[CH:16][CH:15]=1.[SH:21][CH2:22][C:23](O)=[O:24]. The catalyst is C1(C)C=CC=CC=1. The product is [Cl:13][C:14]1[CH:20]=[CH:19][C:17]([N:18]2[C:23](=[O:24])[CH2:22][S:21][CH:9]2[C:8]2[CH:11]=[CH:12][C:5]([S:2]([CH3:1])(=[O:4])=[O:3])=[CH:6][CH:7]=2)=[CH:16][CH:15]=1. The yield is 0.576. (5) The reactants are [OH:1][C:2]([CH3:35])([CH3:34])[CH2:3][C@@:4]1([C:28]2[CH:33]=[CH:32][CH:31]=[CH:30][CH:29]=2)[O:9][C:8](=[O:10])[N:7]([C@H:11]([C:13]2[CH:18]=[CH:17][C:16](B3OC(C)(C)C(C)(C)O3)=[CH:15][CH:14]=2)[CH3:12])[CH2:6][CH2:5]1.Br[C:37]1[CH:38]=[CH:39][C:40](=[O:44])[N:41]([CH3:43])[CH:42]=1. The catalyst is O1CCOCC1.Cl[Pd](Cl)([P](C1C=CC=CC=1)(C1C=CC=CC=1)C1C=CC=CC=1)[P](C1C=CC=CC=1)(C1C=CC=CC=1)C1C=CC=CC=1. The product is [OH:1][C:2]([CH3:34])([CH3:35])[CH2:3][C@@:4]1([C:28]2[CH:33]=[CH:32][CH:31]=[CH:30][CH:29]=2)[O:9][C:8](=[O:10])[N:7]([C@H:11]([C:13]2[CH:14]=[CH:15][C:16]([C:37]3[CH:38]=[CH:39][C:40](=[O:44])[N:41]([CH3:43])[CH:42]=3)=[CH:17][CH:18]=2)[CH3:12])[CH2:6][CH2:5]1. The yield is 0.350. (6) The reactants are [CH2:1]1[C:5]2([CH2:10][C:9](=O)[CH2:8][CH2:7][O:6]2)[CH2:4][CH2:3][CH2:2]1.[CH3:12][O:13][C:14](=[O:18])[CH2:15][C:16]#[N:17].C([O-])(=O)C.[NH4+].C(O)(=O)C. The catalyst is C1C=CC=CC=1.CCCCCC.CCOC(C)=O. The product is [C:16]([C:15](=[C:9]1[CH2:10][C:5]2([CH2:4][CH2:3][CH2:2][CH2:1]2)[O:6][CH2:7][CH2:8]1)[C:14]([O:13][CH3:12])=[O:18])#[N:17]. The yield is 0.878. (7) The reactants are O[Li].O.[Br:4][C:5]1[CH:6]=[CH:7][C:8]2[N:9]([CH2:19][CH:20]3[O:24]C(=O)[N:22]([C:26]4[CH:31]=[CH:30][CH:29]=[CH:28][N:27]=4)[CH2:21]3)[C:10]3[C:15]([C:16]=2[CH:17]=1)=[CH:14][C:13]([Br:18])=[CH:12][CH:11]=3.C1COCC1. The catalyst is O. The product is [Br:18][C:13]1[CH:12]=[CH:11][C:10]2[N:9]([CH2:19][CH:20]([OH:24])[CH2:21][NH:22][C:26]3[CH:31]=[CH:30][CH:29]=[CH:28][N:27]=3)[C:8]3[C:16]([C:15]=2[CH:14]=1)=[CH:17][C:5]([Br:4])=[CH:6][CH:7]=3. The yield is 0.410.